Regression. Given two drug SMILES strings and cell line genomic features, predict the synergy score measuring deviation from expected non-interaction effect. From a dataset of NCI-60 drug combinations with 297,098 pairs across 59 cell lines. (1) Drug 1: CC(C)(C#N)C1=CC(=CC(=C1)CN2C=NC=N2)C(C)(C)C#N. Cell line: LOX IMVI. Drug 2: COC1=NC(=NC2=C1N=CN2C3C(C(C(O3)CO)O)O)N. Synergy scores: CSS=-4.96, Synergy_ZIP=1.38, Synergy_Bliss=-3.05, Synergy_Loewe=-3.26, Synergy_HSA=-5.10. (2) Drug 1: C1=CC(=CC=C1C#N)C(C2=CC=C(C=C2)C#N)N3C=NC=N3. Drug 2: C1CCC(C(C1)N)N.C(=O)(C(=O)[O-])[O-].[Pt+4]. Cell line: DU-145. Synergy scores: CSS=25.6, Synergy_ZIP=-4.72, Synergy_Bliss=-1.01, Synergy_Loewe=-0.220, Synergy_HSA=-1.29.